The task is: Predict the product of the given reaction.. This data is from Forward reaction prediction with 1.9M reactions from USPTO patents (1976-2016). (1) The product is: [C@@H:15]1([N:28]2[CH:35]=[CH:34][C:32]([NH2:33])=[N:31][C:29]2=[O:30])[S:16][C@H:17]([CH2:18][OH:19])[C@@H:13]([OH:12])[CH2:14]1. Given the reactants N.CO.C([O:12][C@@H:13]1[C@@H:17]([CH2:18][O:19]C(=O)C2C=CC=CC=2)[S:16][C@@H:15]([N:28]2[CH:35]=[CH:34][C:32]([NH2:33])=[N:31][C:29]2=[O:30])[CH2:14]1)(=O)C1C=CC=CC=1, predict the reaction product. (2) Given the reactants O[C:2]1([C:21]2[CH:26]=[CH:25][C:24]([C:27]([F:36])([C:32]([F:35])([F:34])[F:33])[C:28]([F:31])([F:30])[F:29])=[CH:23][CH:22]=2)[CH2:6][N:5](C(OC(C)(C)C)=O)[C@H:4]([C:14]([O:16]C(C)(C)C)=[O:15])[CH2:3]1.[F:37][C:38]1[CH:43]=[CH:42][C:41]([SH:44])=[CH:40][CH:39]=1.CS(O)(=O)=O.CC([O-])=O.[K+], predict the reaction product. The product is: [F:37][C:38]1[CH:43]=[CH:42][C:41]([S:44][C:2]2([C:21]3[CH:26]=[CH:25][C:24]([C:27]([F:36])([C:32]([F:35])([F:34])[F:33])[C:28]([F:30])([F:29])[F:31])=[CH:23][CH:22]=3)[CH2:6][NH:5][C@H:4]([C:14]([OH:16])=[O:15])[CH2:3]2)=[CH:40][CH:39]=1. (3) Given the reactants Cl[CH2:2][CH2:3][CH2:4][CH:5]1[CH2:9][CH2:8][CH:7]([C:10]2[CH:15]=[CH:14][C:13]([F:16])=[CH:12][CH:11]=2)[N:6]1[S:17]([C:20]1[CH:25]=[CH:24][C:23]([CH3:26])=[CH:22][CH:21]=1)(=[O:19])=[O:18].[NH:27]1[CH:31]=[CH:30][CH:29]=[N:28]1, predict the reaction product. The product is: [F:16][C:13]1[CH:14]=[CH:15][C:10]([CH:7]2[N:6]([S:17]([C:20]3[CH:25]=[CH:24][C:23]([CH3:26])=[CH:22][CH:21]=3)(=[O:19])=[O:18])[CH:5]([CH2:4][CH2:3][CH2:2][N:27]3[CH:31]=[CH:30][CH:29]=[N:28]3)[CH2:9][CH2:8]2)=[CH:11][CH:12]=1. (4) Given the reactants [CH2:1]1[O:9][C:8]2[CH:7]=[CH:6][C:5]([CH:10]3[C:14]4[NH:15][C:16]5[CH:17]=[CH:18][CH:19]=[CH:20][C:21]=5[C:22](=[O:23])[C:13]=4[CH2:12][NH:11]3)=[CH:4][C:3]=2[O:2]1.C(C/[C:28](=[CH:32]\[C:33]1[CH:38]=[CH:37][CH:36]=[CH:35][CH:34]=1)/[C:29]([OH:31])=O)(O)=O.C(N(CC)CC)C.ClCCl, predict the reaction product. The product is: [CH3:3][O:2][C:1](=[O:9])[C:36]1[CH:35]=[CH:34][C:33](/[CH:32]=[CH:28]/[C:29](=[O:31])[N:11]2[CH2:12][C:13]3[C:22](=[O:23])[C:21]4[CH:20]=[CH:19][CH:18]=[CH:17][C:16]=4[NH:15][C:14]=3[CH:10]2[C:5]2[CH:6]=[CH:7][C:8]3[O:9][CH2:1][O:2][C:3]=3[CH:4]=2)=[CH:38][CH:37]=1. (5) The product is: [CH3:6][O:7][CH:8]1[CH2:13][CH2:12][CH:11]([C:14]([O:16][CH3:17])=[O:15])[CH2:10][CH2:9]1. Given the reactants S(=O)(=O)(O)O.[CH3:6][O:7][CH:8]1[CH2:13][CH2:12][CH:11]([C:14]([OH:16])=[O:15])[CH2:10][CH2:9]1.[C:17](=O)(O)[O-].[Na+], predict the reaction product.